Predict which catalyst facilitates the given reaction. From a dataset of Catalyst prediction with 721,799 reactions and 888 catalyst types from USPTO. (1) Reactant: [Br:1][C:2]1[CH:3]=[C:4]([CH:10]=[O:11])[CH:5]=[N:6][C:7]=1[O:8][CH3:9].C(OC(=O)C1C=C(Br)C(OC)=NC=1)C.C([BH-](CC)CC)C.[Li+]. Product: [Br:1][C:2]1[CH:3]=[C:4]([CH2:10][OH:11])[CH:5]=[N:6][C:7]=1[O:8][CH3:9]. The catalyst class is: 1. (2) Reactant: [C:1]([O:5][C:6](=[O:24])[CH2:7][CH2:8][C@H:9]([NH:13][C:14]([O:16][CH2:17][C:18]1[CH:23]=[CH:22][CH:21]=[CH:20][CH:19]=1)=[O:15])[C:10]([OH:12])=O)([CH3:4])([CH3:3])[CH3:2].[B-](F)(F)(F)F.CCOC(C(C#N)=NOC(N(C)C)=[N+](C)C)=O.CN1CCOCC1.[F:54][C:55]([F:69])([F:68])[C:56]1[CH:57]=[C:58]([N:62]2[CH2:67][CH2:66][NH:65][CH2:64][CH2:63]2)[CH:59]=[CH:60][CH:61]=1. Product: [C:1]([O:5][C:6](=[O:24])[CH2:7][CH2:8][C@H:9]([NH:13][C:14]([O:16][CH2:17][C:18]1[CH:23]=[CH:22][CH:21]=[CH:20][CH:19]=1)=[O:15])[C:10](=[O:12])[N:65]1[CH2:64][CH2:63][N:62]([C:58]2[CH:59]=[CH:60][CH:61]=[C:56]([C:55]([F:68])([F:69])[F:54])[CH:57]=2)[CH2:67][CH2:66]1)([CH3:2])([CH3:3])[CH3:4]. The catalyst class is: 39. (3) Reactant: Br[C:2]1[CH:3]=[CH:4][C:5]2[O:9][C:8]([C:10]([F:13])([F:12])[F:11])=[CH:7][C:6]=2[CH:14]=1.C([Li])CCC.CN(C)[CH:22]=[O:23].[Cl-].[NH4+]. Product: [F:11][C:10]([F:13])([F:12])[C:8]1[O:9][C:5]2[CH:4]=[CH:3][C:2]([CH:22]=[O:23])=[CH:14][C:6]=2[CH:7]=1. The catalyst class is: 362. (4) Reactant: [F:1][C:2]([F:21])([S:17]([O-:20])(=[O:19])=[O:18])[CH:3]([O:8][C:9](=[O:16])[C:10]1[CH:15]=[CH:14][CH:13]=[CH:12][CH:11]=1)[C:4]([F:7])([F:6])[F:5].C([O:26][C:27]1[CH:32]=[CH:31][C:30]([S+:33]([C:40]2[CH:45]=[CH:44][CH:43]=[CH:42][CH:41]=2)[C:34]2[CH:39]=[CH:38][CH:37]=[CH:36][CH:35]=2)=[CH:29][CH:28]=1)(C)(C)C.CS(O)(=O)=O. Product: [F:21][C:2]([F:1])([S:17]([O-:20])(=[O:18])=[O:19])[CH:3]([O:8][C:9](=[O:16])[C:10]1[CH:15]=[CH:14][CH:13]=[CH:12][CH:11]=1)[C:4]([F:5])([F:7])[F:6].[OH:26][C:27]1[CH:32]=[CH:31][C:30]([S+:33]([C:40]2[CH:41]=[CH:42][CH:43]=[CH:44][CH:45]=2)[C:34]2[CH:39]=[CH:38][CH:37]=[CH:36][CH:35]=2)=[CH:29][CH:28]=1. The catalyst class is: 4. (5) Reactant: [CH3:1][C:2]1([CH3:20])[C:11]2[C:6](=[CH:7][CH:8]=[C:9]([CH3:12])[CH:10]=2)[NH:5][CH:4]([C:13]2[CH:19]=[CH:18][CH:17]=[CH:16][C:14]=2[NH2:15])[CH2:3]1.N1C=CC=CC=1.[CH3:27][S:28](Cl)(=[O:30])=[O:29]. Product: [CH3:1][C:2]1([CH3:20])[C:11]2[C:6](=[CH:7][CH:8]=[C:9]([CH3:12])[CH:10]=2)[NH:5][CH:4]([C:13]2[CH:19]=[CH:18][CH:17]=[CH:16][C:14]=2[NH:15][S:28]([CH3:27])(=[O:30])=[O:29])[CH2:3]1. The catalyst class is: 46. (6) Reactant: Br[C:2]1[CH:3]=[CH:4][C:5]([O:24][CH2:25][CH3:26])=[C:6]([CH:23]=1)[C:7]([NH:9][C@@H:10]([CH2:21][OH:22])[CH2:11][C:12]1[C:20]2[C:15](=[CH:16][CH:17]=[CH:18][CH:19]=2)[NH:14][CH:13]=1)=[O:8].[C:27]1(B(O)O)[CH:32]=[CH:31][CH:30]=[CH:29][CH:28]=1.C(=O)([O-])[O-].[Na+].[Na+].C(O)C. Product: [OH:22][CH2:21][C@H:10]([NH:9][C:7]([C:6]1[CH:23]=[C:2]([C:27]2[CH:32]=[CH:31][CH:30]=[CH:29][CH:28]=2)[CH:3]=[CH:4][C:5]=1[O:24][CH2:25][CH3:26])=[O:8])[CH2:11][C:12]1[C:20]2[C:15](=[CH:16][CH:17]=[CH:18][CH:19]=2)[NH:14][CH:13]=1. The catalyst class is: 109. (7) Reactant: [CH3:1][N:2]1[CH2:7][CH2:6][N:5]([C:8]2[CH:13]=[CH:12][C:11]([NH:14][C:15]3[C:16]4[N:17]([N:29]=[CH:30][N:31]=4)[C:18](C4C=C(C(N)=O)SC=4)=[CH:19][N:20]=3)=[CH:10][CH:9]=2)[CH2:4][CH2:3]1.BrC1N2N=CN=C2C(NC2C=CC(N3CCN(C)CC3)=CC=2)=NC=1.[CH3:56][C:57]1[NH:61][N:60]=[CH:59][C:58]=1B1OC(C)(C)C(C)(C)O1.C([O-])([O-])=O.[Na+].[Na+]. Product: [CH3:56][C:57]1[NH:61][N:60]=[CH:59][C:58]=1[C:18]1[N:17]2[N:29]=[CH:30][N:31]=[C:16]2[C:15]([NH:14][C:11]2[CH:12]=[CH:13][C:8]([N:5]3[CH2:4][CH2:3][N:2]([CH3:1])[CH2:7][CH2:6]3)=[CH:9][CH:10]=2)=[N:20][CH:19]=1. The catalyst class is: 77.